Dataset: Reaction yield outcomes from USPTO patents with 853,638 reactions. Task: Predict the reaction yield, written as a fraction of the theoretical maximum amount of product (1.0 means a 100% yield; for example, 0.34 means a 34% yield). The reactants are [O-]P([O-])([O-])=O.[K+].[K+].[K+].[CH2:9]([NH2:16])[C:10]1[CH:15]=[CH:14][CH:13]=[CH:12][CH:11]=1.[Br:17][C:18]1[CH:19]=[C:20](I)[CH:21]=[CH:22][CH:23]=1.C(O)CO. The catalyst is [Cu]I.CCCCCC.C(OCC)(=O)C.CC(O)C. The product is [Br:17][C:18]1[CH:23]=[C:22]([NH:16][CH2:9][C:10]2[CH:15]=[CH:14][CH:13]=[CH:12][CH:11]=2)[CH:21]=[CH:20][CH:19]=1. The yield is 0.830.